The task is: Predict the product of the given reaction.. This data is from Forward reaction prediction with 1.9M reactions from USPTO patents (1976-2016). (1) Given the reactants [C:1]([C:3]1[C:4]([CH2:21][CH2:22][CH3:23])=[CH:5][C:6](OS(C(F)(F)F)(=O)=O)=[N:7][C:8]=1[S:9][CH2:10][C:11]#[N:12])#[N:2].[O:24]1[C:28]2([CH2:33][CH2:32][NH:31][CH2:30][CH2:29]2)[O:27][CH2:26][CH2:25]1.C(N(CC)CC)C.O, predict the reaction product. The product is: [NH2:2][C:1]1[C:3]2[C:8](=[N:7][C:6]([N:31]3[CH2:32][CH2:33][C:28]4([O:27][CH2:26][CH2:25][O:24]4)[CH2:29][CH2:30]3)=[CH:5][C:4]=2[CH2:21][CH2:22][CH3:23])[S:9][C:10]=1[C:11]#[N:12]. (2) Given the reactants [Br:1][C:2]1[CH:7]=[CH:6][C:5]([CH2:8]O)=[C:4]([O:10][CH:11]2[CH2:16][CH2:15][CH2:14][CH2:13][CH2:12]2)[CH:3]=1.S(Cl)([Cl:19])=O.O, predict the reaction product. The product is: [Br:1][C:2]1[CH:7]=[CH:6][C:5]([CH2:8][Cl:19])=[C:4]([O:10][CH:11]2[CH2:16][CH2:15][CH2:14][CH2:13][CH2:12]2)[CH:3]=1. (3) Given the reactants CCCC[N+](CCCC)(CCCC)CCCC.[F-].[Si]([O:36][CH2:37][CH2:38][CH2:39][N:40]1[C:44]2=[N:45][CH:46]=[CH:47][CH:48]=[C:43]2[C:42]([C:49]2[C:50](=[O:68])[NH:51][C:52](=[O:67])[C:53]=2[C:54]2[C:59]3[O:60][C:61]4[CH:66]=[CH:65][CH:64]=[CH:63][C:62]=4[C:58]=3[CH:57]=[CH:56][CH:55]=2)=[CH:41]1)(C(C)(C)C)(C1C=CC=CC=1)C1C=CC=CC=1, predict the reaction product. The product is: [CH:57]1[C:58]2[C:62]3[CH:63]=[CH:64][CH:65]=[CH:66][C:61]=3[O:60][C:59]=2[C:54]([C:53]2[C:52](=[O:67])[NH:51][C:50](=[O:68])[C:49]=2[C:42]2[C:43]3[C:44](=[N:45][CH:46]=[CH:47][CH:48]=3)[N:40]([CH2:39][CH2:38][CH2:37][OH:36])[CH:41]=2)=[CH:55][CH:56]=1. (4) Given the reactants [CH2:1]([C:15]1[CH:20]=[CH:19][C:18]([S:21](Cl)(=[O:23])=[O:22])=[CH:17][CH:16]=1)[CH2:2][CH2:3][CH2:4][CH2:5][CH2:6][CH2:7][CH2:8][CH2:9][CH2:10][CH2:11][CH2:12][CH2:13][CH3:14].[S:25]1[CH:29]=[N:28][N:27]=[C:26]1[NH2:30].Cl, predict the reaction product. The product is: [CH2:1]([C:15]1[CH:20]=[CH:19][C:18]([S:21]([NH:30][C:26]2[S:25][CH:29]=[N:28][N:27]=2)(=[O:23])=[O:22])=[CH:17][CH:16]=1)[CH2:2][CH2:3][CH2:4][CH2:5][CH2:6][CH2:7][CH2:8][CH2:9][CH2:10][CH2:11][CH2:12][CH2:13][CH3:14]. (5) Given the reactants [CH2:1]([NH2:3])[CH3:2].[Cl:4][C:5]1[N:6]=[C:7](Cl)[C:8]2[CH2:14][O:13][CH2:12][CH:11]([C:15]3[CH:20]=[C:19]([F:21])[CH:18]=[C:17]([F:22])[CH:16]=3)[C:9]=2[N:10]=1.CCN(C(C)C)C(C)C, predict the reaction product. The product is: [Cl:4][C:5]1[N:6]=[C:7]([NH:3][CH2:1][CH3:2])[C:8]2[CH2:14][O:13][CH2:12][CH:11]([C:15]3[CH:20]=[C:19]([F:21])[CH:18]=[C:17]([F:22])[CH:16]=3)[C:9]=2[N:10]=1. (6) Given the reactants S(Cl)([Cl:3])=O.[N:5]1[C:14]2[C:9](=[CH:10][CH:11]=[CH:12][CH:13]=2)[CH:8]=[CH:7][C:6]=1[C:15]([OH:17])=O, predict the reaction product. The product is: [N:5]1[C:14]2[C:9](=[CH:10][CH:11]=[CH:12][CH:13]=2)[CH:8]=[CH:7][C:6]=1[C:15]([Cl:3])=[O:17]. (7) Given the reactants Cl[CH2:2][C:3]1[C:4]([S:9][CH:10]2[CH2:14][CH2:13][CH2:12][CH2:11]2)=[N:5][CH:6]=[CH:7][CH:8]=1.C([O:17][C:18](=[O:29])[CH2:19][CH2:20][C:21]1[CH:26]=[CH:25][C:24]([OH:27])=[C:23]([Cl:28])[CH:22]=1)C, predict the reaction product. The product is: [Cl:28][C:23]1[CH:22]=[C:21]([CH2:20][CH2:19][C:18]([OH:29])=[O:17])[CH:26]=[CH:25][C:24]=1[O:27][CH2:2][C:3]1[C:4]([S:9][CH:10]2[CH2:14][CH2:13][CH2:12][CH2:11]2)=[N:5][CH:6]=[CH:7][CH:8]=1. (8) Given the reactants Br[CH2:2][C:3]([O:5][CH3:6])=[O:4].[C:7]1([C:13]2[C:21]3[C:20]([N:22]4[CH2:27][CH2:26][CH:25]([CH2:28][NH:29][CH:30]5[CH2:33][CH2:32][CH2:31]5)[CH2:24][CH2:23]4)=[N:19][CH:18]=[N:17][C:16]=3[S:15][CH:14]=2)[CH:12]=[CH:11][CH:10]=[CH:9][CH:8]=1.C(=O)([O-])[O-].[Cs+].[Cs+].O, predict the reaction product. The product is: [CH:30]1([N:29]([CH2:28][CH:25]2[CH2:24][CH2:23][N:22]([C:20]3[C:21]4[C:13]([C:7]5[CH:8]=[CH:9][CH:10]=[CH:11][CH:12]=5)=[CH:14][S:15][C:16]=4[N:17]=[CH:18][N:19]=3)[CH2:27][CH2:26]2)[CH2:2][C:3]([O:5][CH3:6])=[O:4])[CH2:33][CH2:32][CH2:31]1. (9) Given the reactants [Cl:1][C:2]1[CH:10]=[CH:9][C:8]([C:11]2[C:12]([C@@H:28]([NH:38][C:39](=[O:55])[CH2:40][N:41]3[C:45]4[C:46]([F:51])([F:50])[C@@H:47]5[CH2:49][C@@H:48]5[C:44]=4[C:43]([CH:52]([F:54])[F:53])=[N:42]3)[CH2:29][C:30]3[CH:35]=[C:34]([F:36])[CH:33]=[C:32]([F:37])[CH:31]=3)=[N:13][C:14](C#CC(C)(N3CCOC3=O)C)=[CH:15][CH:16]=2)=[C:7]2[C:3]=1[C:4]([NH:57][S:58]([CH3:61])(=[O:60])=[O:59])=[N:5][N:6]2[CH3:56].[C:62]([C:64]1([CH3:77])[O:69][CH2:68][CH2:67][N:66](C(OC(C)(C)C)=O)[CH2:65]1)#[CH:63].C(O)(C(F)(F)F)=O, predict the reaction product. The product is: [Cl:1][C:2]1[CH:10]=[CH:9][C:8]([C:11]2[C:12]([C@@H:28]([NH:38][C:39](=[O:55])[CH2:40][N:41]3[C:45]4[C:46]([F:50])([F:51])[C@@H:47]5[CH2:49][C@@H:48]5[C:44]=4[C:43]([CH:52]([F:53])[F:54])=[N:42]3)[CH2:29][C:30]3[CH:31]=[C:32]([F:37])[CH:33]=[C:34]([F:36])[CH:35]=3)=[N:13][C:14]([C:63]#[C:62][C:64]3([CH3:77])[O:69][CH2:68][CH2:67][NH:66][CH2:65]3)=[CH:15][CH:16]=2)=[C:7]2[C:3]=1[C:4]([NH:57][S:58]([CH3:61])(=[O:59])=[O:60])=[N:5][N:6]2[CH3:56]. (10) The product is: [CH3:6][O:7][CH2:8][CH2:9][C:10]1[NH:11][C:12]([CH:24]=[O:25])=[CH:13][N:14]=1. Given the reactants [Li]CCCC.[CH3:6][O:7][CH2:8][CH2:9][C:10]1[N:11](S(N(C)C)(=O)=O)[CH:12]=[CH:13][N:14]=1.CN([CH:24]=[O:25])C.Cl.C([O-])(O)=O.[Na+], predict the reaction product.